From a dataset of Forward reaction prediction with 1.9M reactions from USPTO patents (1976-2016). Predict the product of the given reaction. (1) Given the reactants N=C=N.C1C=CC2N(O)N=NC=2C=1.[O:14]=[C:15]1[CH2:19][CH2:18][CH2:17][N:16]1[C:20]1[CH:21]=[C:22]([C:32](O)=[O:33])[CH:23]=[C:24]([C:26]2[CH:31]=[CH:30][CH:29]=[CH:28][CH:27]=2)[CH:25]=1.[CH3:35][C:36]([CH3:57])([CH3:56])[CH2:37][CH2:38][NH:39][C:40](=[O:55])[C@H:41]([CH3:54])[CH2:42][C@H:43]([OH:53])[C@@H:44]([NH2:52])[CH2:45][C:46]1[CH:51]=[CH:50][CH:49]=[CH:48][CH:47]=1.C(O)C(N)(CO)CO.[N-]=C=O, predict the reaction product. The product is: [CH2:45]([C@H:44]([NH:52][C:32](=[O:33])[C:22]1[CH:23]=[C:24]([C:26]2[CH:27]=[CH:28][CH:29]=[CH:30][CH:31]=2)[CH:25]=[C:20]([N:16]2[CH2:17][CH2:18][CH2:19][C:15]2=[O:14])[CH:21]=1)[C@@H:43]([OH:53])[CH2:42][C@H:41]([C:40](=[O:55])[NH:39][CH2:38][CH2:37][C:36]([CH3:56])([CH3:35])[CH3:57])[CH3:54])[C:46]1[CH:51]=[CH:50][CH:49]=[CH:48][CH:47]=1. (2) Given the reactants [O:1]1[C:5]2[CH:6]=[CH:7][CH:8]=[CH:9][C:4]=2[C:3]([CH2:10][CH2:11][N:12]2[CH2:17][CH:16]=[C:15]([C:18]3[C:26]4[C:21](=[CH:22][CH:23]=[CH:24][CH:25]=4)[NH:20][CH:19]=3)[CH2:14][CH2:13]2)=[CH:2]1.[CH3:27]CCCCC.CI, predict the reaction product. The product is: [O:1]1[C:5]2[CH:6]=[CH:7][CH:8]=[CH:9][C:4]=2[C:3]([CH2:10][CH2:11][N:12]2[CH2:13][CH:14]=[C:15]([C:18]3[C:26]4[C:21](=[CH:22][CH:23]=[CH:24][CH:25]=4)[N:20]([CH3:27])[CH:19]=3)[CH2:16][CH2:17]2)=[CH:2]1. (3) Given the reactants [CH2:1]([Li])[CH2:2][CH2:3][CH3:4].[CH:6]#[C:7][CH2:8][CH2:9][CH3:10].Br[CH2:12][C:13]1[C:22]([CH2:23]Br)=[C:21]([CH2:25][CH2:26][CH3:27])[C:20]2[C:15](=[CH:16][CH:17]=[CH:18][CH:19]=2)[C:14]=1[CH2:28][CH2:29][CH3:30].[CH3:31]N1C(=O)N(C)CCC1.Cl, predict the reaction product. The product is: [CH2:12]([C:13]1[C:22]([CH2:23][C:6]#[C:7][CH2:8][CH2:9][CH3:10])=[C:21]([CH2:25][CH2:26][CH3:27])[C:20]2[C:15](=[CH:16][CH:17]=[CH:18][CH:19]=2)[C:14]=1[CH2:28][CH2:29][CH3:30])[C:4]#[C:3][CH2:2][CH2:1][CH3:31]. (4) Given the reactants [C:1]([C:3]1[CH:8]=[CH:7][C:6]([C:9]2[CH:10]=[N:11][N:12]([C:15]3[CH:23]=[CH:22][C:18]([C:19](O)=[O:20])=[CH:17][N:16]=3)[C:13]=2[OH:14])=[C:5]([CH3:24])[CH:4]=1)#[N:2].[CH3:25][O:26][CH2:27][CH2:28][CH2:29][CH2:30][NH2:31].Cl.CN(C)CCCN=C=NCC.C(N(CC)CC)C.C1C=CC2N(O)N=NC=2C=1.[Cl-].[NH4+], predict the reaction product. The product is: [C:1]([C:3]1[CH:8]=[CH:7][C:6]([C:9]2[CH:10]=[N:11][N:12]([C:15]3[CH:23]=[CH:22][C:18]([C:19]([NH:31][CH2:30][CH2:29][CH2:28][CH2:27][O:26][CH3:25])=[O:20])=[CH:17][N:16]=3)[C:13]=2[OH:14])=[C:5]([CH3:24])[CH:4]=1)#[N:2]. (5) Given the reactants [F:1][C:2]1[C:7]([CH:8]([C:13]2[C:21]3[C:16](=[CH:17][C:18]([O:22][CH2:23][CH2:24][O:25][CH3:26])=[CH:19][CH:20]=3)[NH:15][CH:14]=2)[CH2:9][N+:10]([O-])=O)=[CH:6][CH:5]=[CH:4][C:3]=1[NH:27][C:28](=[O:37])[O:29][CH2:30][C:31]1[CH:36]=[CH:35][CH:34]=[CH:33][CH:32]=1.[Cl-].[NH4+], predict the reaction product. The product is: [NH2:10][CH2:9][CH:8]([C:7]1[C:2]([F:1])=[C:3]([NH:27][C:28](=[O:37])[O:29][CH2:30][C:31]2[CH:36]=[CH:35][CH:34]=[CH:33][CH:32]=2)[CH:4]=[CH:5][CH:6]=1)[C:13]1[C:21]2[C:16](=[CH:17][C:18]([O:22][CH2:23][CH2:24][O:25][CH3:26])=[CH:19][CH:20]=2)[NH:15][CH:14]=1. (6) Given the reactants C([Si]([O:8][CH2:9][C:10]1[CH:15]=[C:14]([N+:16]([O-:18])=[O:17])[CH:13]=[CH:12][C:11]=1[N:19]=[C:20]=S)(C)C)(C)(C)C.[CH:22]1([NH2:29])[CH2:28][CH2:27][CH2:26][CH2:25][CH2:24][CH2:23]1, predict the reaction product. The product is: [CH:22]1([NH:29][C:20]2[O:8][CH2:9][C:10]3[CH:15]=[C:14]([N+:16]([O-:18])=[O:17])[CH:13]=[CH:12][C:11]=3[N:19]=2)[CH2:28][CH2:27][CH2:26][CH2:25][CH2:24][CH2:23]1. (7) Given the reactants [CH3:1][O:2][C:3](=[O:20])[C@@H:4]([NH:12][C:13]([O:15][C:16]([CH3:19])([CH3:18])[CH3:17])=[O:14])[CH2:5][C:6]1[S:7][C:8](Br)=[CH:9][CH:10]=1.[C:21]([C:23]1[CH:28]=[CH:27][C:26](B(O)O)=[CH:25][CH:24]=1)#[N:22].C([O-])([O-])=O.[Na+].[Na+], predict the reaction product. The product is: [CH3:1][O:2][C:3](=[O:20])[C@@H:4]([NH:12][C:13]([O:15][C:16]([CH3:19])([CH3:18])[CH3:17])=[O:14])[CH2:5][C:6]1[S:7][C:8]([C:26]2[CH:27]=[CH:28][C:23]([C:21]#[N:22])=[CH:24][CH:25]=2)=[CH:9][CH:10]=1. (8) The product is: [F:23][C:24]1[CH:29]=[C:28]([C:2]2[CH:3]=[N:4][N:5]3[CH:10]=[CH:9][C:8]([N:11]4[C@@H:15]([C:16]5[CH:21]=[CH:20][CH:19]=[CH:18][N:17]=5)[CH2:14][O:13][C:12]4=[O:22])=[N:7][C:6]=23)[CH:27]=[CH:26][C:25]=1[C:39]1[N:43]=[CH:42][N:41]([CH2:44][O:45][CH2:46][CH2:47][Si:48]([CH3:51])([CH3:50])[CH3:49])[N:40]=1. Given the reactants Br[C:2]1[CH:3]=[N:4][N:5]2[CH:10]=[CH:9][C:8]([N:11]3[C@@H:15]([C:16]4[CH:21]=[CH:20][CH:19]=[CH:18][N:17]=4)[CH2:14][O:13][C:12]3=[O:22])=[N:7][C:6]=12.[F:23][C:24]1[CH:29]=[C:28](B2OC(C)(C)C(C)(C)O2)[CH:27]=[CH:26][C:25]=1[C:39]1[N:43]=[CH:42][N:41]([CH2:44][O:45][CH2:46][CH2:47][Si:48]([CH3:51])([CH3:50])[CH3:49])[N:40]=1.C(=O)([O-])[O-].[Na+].[Na+].CC(C1C=C(C(C)C)C(C2C=CC=CC=2P(C2CCCCC2)C2CCCCC2)=C(C(C)C)C=1)C, predict the reaction product. (9) The product is: [CH2:12]([O:19][C:20](=[O:27])[CH2:21][CH2:22][CH2:23][CH2:24][CH2:25][NH:26][C:39](=[O:41])[CH2:38][N:37]([CH2:36][C:35]([OH:40])=[O:34])[CH2:42][C:28]([OH:31])=[O:30])[C:13]1[CH:18]=[CH:17][CH:16]=[CH:15][CH:14]=1. Given the reactants CC1C=CC(S([O-])(=O)=O)=CC=1.[CH2:12]([O:19][C:20](=[O:27])[CH2:21][CH2:22][CH2:23][CH2:24][CH2:25][NH3+:26])[C:13]1[CH:18]=[CH:17][CH:16]=[CH:15][CH:14]=1.[C:28]([O-:31])([O-:30])=O.[K+].[K+].[O:34]=[C:35]1[O:40][C:39](=[O:41])[CH2:38][N:37]([CH2:42]CC(O)=O)[CH2:36]1.O, predict the reaction product. (10) Given the reactants [CH3:1][O:2][C:3]1[CH:4]=[C:5]2[C:19](=[CH:20][CH:21]=1)[C:9]1[O:10][C:11]3([CH2:17][S:18][C:8]=1[C:7](=[O:22])[C:6]2=[O:23])[CH2:16][CH2:15][NH:14][CH2:13][CH2:12]3.[Cl:24][C:25]1[CH:35]=[CH:34][C:28]([O:29][CH2:30][C@@H:31]2[CH2:33][O:32]2)=[CH:27][CH:26]=1, predict the reaction product. The product is: [Cl:24][C:25]1[CH:35]=[CH:34][C:28]([O:29][CH2:30][C@@H:31]([OH:32])[CH2:33][N:14]2[CH2:15][CH2:16][C:11]3([O:10][C:9]4[C:19]5[C:5]([C:6](=[O:23])[C:7](=[O:22])[C:8]=4[S:18][CH2:17]3)=[CH:4][C:3]([O:2][CH3:1])=[CH:21][CH:20]=5)[CH2:12][CH2:13]2)=[CH:27][CH:26]=1.